The task is: Predict the reaction yield, written as a fraction of the theoretical maximum amount of product (1.0 means a 100% yield; for example, 0.34 means a 34% yield).. This data is from Reaction yield outcomes from USPTO patents with 853,638 reactions. (1) The reactants are [NH2:1][CH2:2][CH2:3][CH2:4][N:5]1[C:16]([C:17]([O:19]CC)=O)=[C:15]2[C:7]([C:8]3[CH:9]=[N:10][NH:11][C:12]=3[CH2:13][CH2:14]2)=[N:6]1.C(=O)([O-])[O-].[Cs+].[Cs+]. The catalyst is CO. The product is [CH:9]1[C:8]2[C:7]3[C:15](=[C:16]4[C:17](=[O:19])[NH:1][CH2:2][CH2:3][CH2:4][N:5]4[N:6]=3)[CH2:14][CH2:13][C:12]=2[NH:11][N:10]=1. The yield is 0.790. (2) The reactants are Cl[C:2]1[C:11]2[C:6](=[CH:7][C:8]([S:12]([N:15]([CH2:22][C:23]3[CH:28]=[CH:27][C:26]([O:29][CH3:30])=[CH:25][CH:24]=3)[C:16]3[CH:21]=[CH:20][N:19]=[CH:18][N:17]=3)(=[O:14])=[O:13])=[CH:9][CH:10]=2)[CH:5]=[CH:4][N:3]=1.[Cl:31][C:32]1[N:37]=[C:36]([O:38][CH3:39])[C:35](B(O)O)=[CH:34][CH:33]=1.C(=O)([O-])[O-].[K+].[K+]. The catalyst is CCOC(C)=O.CCCCCCC. The product is [Cl:31][C:32]1[N:37]=[C:36]([O:38][CH3:39])[C:35]([C:2]2[C:11]3[C:6](=[CH:7][C:8]([S:12]([N:15]([CH2:22][C:23]4[CH:28]=[CH:27][C:26]([O:29][CH3:30])=[CH:25][CH:24]=4)[C:16]4[CH:21]=[CH:20][N:19]=[CH:18][N:17]=4)(=[O:13])=[O:14])=[CH:9][CH:10]=3)[CH:5]=[CH:4][N:3]=2)=[CH:34][CH:33]=1. The yield is 0.970.